Dataset: Catalyst prediction with 721,799 reactions and 888 catalyst types from USPTO. Task: Predict which catalyst facilitates the given reaction. (1) Reactant: [Cl:1][C:2]1[CH:21]=[CH:20][C:5]([C:6]([N:8]([C@@H:10]([CH2:17][CH2:18][CH3:19])[CH2:11][N:12]2[CH2:15][CH:14]([OH:16])[CH2:13]2)[CH3:9])=[O:7])=[CH:4][CH:3]=1.[H-].[Na+].I[CH2:25][CH3:26].C([O-])(O)=O.[Na+]. Product: [Cl:1][C:2]1[CH:3]=[CH:4][C:5]([C:6]([N:8]([C@@H:10]([CH2:17][CH2:18][CH3:19])[CH2:11][N:12]2[CH2:15][CH:14]([O:16][CH2:25][CH3:26])[CH2:13]2)[CH3:9])=[O:7])=[CH:20][CH:21]=1. The catalyst class is: 76. (2) Reactant: [C:1]([C:3]1[CH:4]=[C:5]([CH:34]=[C:35]([CH3:37])[CH:36]=1)[C:6]([C:8]1[N:13]([CH2:14][CH2:15][O:16][C:17](=[O:19])[NH2:18])[C:12](=[O:20])[N:11](CC2C=CC(OC)=CC=2)[C:10](=[O:30])[C:9]=1[CH:31]([CH3:33])[CH3:32])=[O:7])#[N:2].C(O)(=O)C.O. Product: [C:1]([C:3]1[CH:4]=[C:5]([CH:34]=[C:35]([CH3:37])[CH:36]=1)[C:6]([C:8]1[N:13]([CH2:14][CH2:15][O:16][C:17](=[O:19])[NH2:18])[C:12](=[O:20])[NH:11][C:10](=[O:30])[C:9]=1[CH:31]([CH3:33])[CH3:32])=[O:7])#[N:2]. The catalyst class is: 23. (3) Product: [CH3:28][O:29][C:30]1[N:31]=[C:32]([N:38]2[CH2:43][CH2:42][N:41]([C:2]3[N:7]=[C:6]([C:8]([F:11])([F:10])[F:9])[N:5]=[C:4]([C:12]4[CH:13]=[C:14]([S:18]([NH2:21])(=[O:20])=[O:19])[CH:15]=[CH:16][CH:17]=4)[C:3]=3[C:22]3[CH:27]=[CH:26][CH:25]=[CH:24][CH:23]=3)[CH2:40][CH2:39]2)[CH:33]=[C:34]([O:36][CH3:37])[N:35]=1. The catalyst class is: 17. Reactant: Cl[C:2]1[N:7]=[C:6]([C:8]([F:11])([F:10])[F:9])[N:5]=[C:4]([C:12]2[CH:13]=[C:14]([S:18]([NH2:21])(=[O:20])=[O:19])[CH:15]=[CH:16][CH:17]=2)[C:3]=1[C:22]1[CH:27]=[CH:26][CH:25]=[CH:24][CH:23]=1.[CH3:28][O:29][C:30]1[N:35]=[C:34]([O:36][CH3:37])[CH:33]=[C:32]([N:38]2[CH2:43][CH2:42][NH:41][CH2:40][CH2:39]2)[N:31]=1.